Dataset: Forward reaction prediction with 1.9M reactions from USPTO patents (1976-2016). Task: Predict the product of the given reaction. Given the reactants Cl[C:2]1[N:7]=[C:6]([C:8]2[CH:13]=[C:12]([C:14]3[CH:19]=[CH:18][C:17]([C:20]([F:23])([F:22])[F:21])=[CH:16][CH:15]=3)[CH:11]=[C:10]([CH3:24])[N:9]=2)[CH:5]=[CH:4][N:3]=1.[C:25]([NH:29][S:30]([C:33]1[CH:34]=[C:35](B(O)O)[CH:36]=[CH:37][CH:38]=1)(=[O:32])=[O:31])([CH3:28])([CH3:27])[CH3:26], predict the reaction product. The product is: [C:25]([NH:29][S:30]([C:33]1[CH:34]=[CH:35][CH:36]=[C:37]([C:2]2[N:7]=[C:6]([C:8]3[CH:13]=[C:12]([C:14]4[CH:19]=[CH:18][C:17]([C:20]([F:23])([F:22])[F:21])=[CH:16][CH:15]=4)[CH:11]=[C:10]([CH3:24])[N:9]=3)[CH:5]=[CH:4][N:3]=2)[CH:38]=1)(=[O:32])=[O:31])([CH3:28])([CH3:26])[CH3:27].